This data is from Full USPTO retrosynthesis dataset with 1.9M reactions from patents (1976-2016). The task is: Predict the reactants needed to synthesize the given product. (1) Given the product [Cl:14][C:12]1[N:13]=[C:8]([N:1]2[CH2:6][CH2:5][O:4][CH2:3][CH2:2]2)[C:9]2[CH:17]=[CH:16][S:15][C:10]=2[N:11]=1, predict the reactants needed to synthesize it. The reactants are: [NH:1]1[CH2:6][CH2:5][O:4][CH2:3][CH2:2]1.Cl[C:8]1[C:9]2[CH:17]=[CH:16][S:15][C:10]=2[N:11]=[C:12]([Cl:14])[N:13]=1. (2) Given the product [NH2:1][C:4]1[CH:5]=[CH:6][C:7]([C:10]2[C:18]3[C:17]([OH:19])=[C:16]([C:20]#[N:21])[C:15](=[O:22])[NH:14][C:13]=3[S:12][CH:11]=2)=[CH:8][CH:9]=1, predict the reactants needed to synthesize it. The reactants are: [N+:1]([C:4]1[CH:9]=[CH:8][C:7]([C:10]2[C:18]3[C:17]([OH:19])=[C:16]([C:20]#[N:21])[C:15](=[O:22])[NH:14][C:13]=3[S:12][CH:11]=2)=[CH:6][CH:5]=1)([O-])=O.[Cl-].[NH4+].O. (3) Given the product [C:37]([CH2:36][C:32]1([N:30]2[CH:31]=[C:27]([C:26]3[C:21]4[CH:20]=[CH:19][N:18]([CH2:17][O:16][CH2:15][CH2:14][Si:13]([CH3:39])([CH3:12])[CH3:40])[C:22]=4[N:23]=[CH:24][N:25]=3)[CH:28]=[N:29]2)[CH2:33][N:34]([C:42]2[N:43]=[CH:44][C:45]([C:48]([NH:50][C@@H:51]([CH:56]3[CH2:58][CH2:57]3)[C:52]([F:55])([F:54])[F:53])=[O:49])=[N:46][CH:47]=2)[CH2:35]1)#[N:38], predict the reactants needed to synthesize it. The reactants are: C(N(CC)C(C)C)(C)C.Cl.Cl.[CH3:12][Si:13]([CH3:40])([CH3:39])[CH2:14][CH2:15][O:16][CH2:17][N:18]1[C:22]2[N:23]=[CH:24][N:25]=[C:26]([C:27]3[CH:28]=[N:29][N:30]([C:32]4([CH2:36][C:37]#[N:38])[CH2:35][NH:34][CH2:33]4)[CH:31]=3)[C:21]=2[CH:20]=[CH:19]1.Cl[C:42]1[N:43]=[CH:44][C:45]([C:48]([NH:50][C@@H:51]([CH:56]2[CH2:58][CH2:57]2)[C:52]([F:55])([F:54])[F:53])=[O:49])=[N:46][CH:47]=1.C([O-])(O)=O.[Na+].